Dataset: Forward reaction prediction with 1.9M reactions from USPTO patents (1976-2016). Task: Predict the product of the given reaction. (1) Given the reactants [CH2:1]([C:8]1[CH:16]=[CH:15][CH:14]=[CH:13][C:9]=1[C:10]([OH:12])=O)[C:2]1[CH:7]=[CH:6][CH:5]=[CH:4][CH:3]=1.C(Cl)(=O)C(Cl)=O.[F:23][C:24]([F:45])([F:44])[O:25][C:26]1[CH:31]=[CH:30][C:29]([N:32]2[CH:36]=[N:35][C:34]([C:37]3[CH:43]=[CH:42][C:40]([NH2:41])=[CH:39][CH:38]=3)=[N:33]2)=[CH:28][CH:27]=1.C(N(CC)C(C)C)(C)C, predict the reaction product. The product is: [CH2:1]([C:8]1[CH:16]=[CH:15][CH:14]=[CH:13][C:9]=1[C:10]([NH:41][C:40]1[CH:42]=[CH:43][C:37]([C:34]2[N:35]=[CH:36][N:32]([C:29]3[CH:30]=[CH:31][C:26]([O:25][C:24]([F:23])([F:45])[F:44])=[CH:27][CH:28]=3)[N:33]=2)=[CH:38][CH:39]=1)=[O:12])[C:2]1[CH:3]=[CH:4][CH:5]=[CH:6][CH:7]=1. (2) Given the reactants [CH3:1][CH2:2][O-:3].[Na+].[CH3:5][CH2:6][OH:7].[Br-].C(OC(C[P+](C1C=CC=CC=1)(C1C=CC=CC=1)C1C=CC=CC=1)=O)C.[CH3:34][CH2:35][CH2:36][CH2:37][CH2:38][CH2:39][CH2:40][CH2:41][CH2:42][CH2:43][CH2:44][CH:45]=O, predict the reaction product. The product is: [C:2]([O:7][CH2:6][CH3:5])(=[O:3])[CH:1]=[CH:45][CH2:44][CH2:43][CH2:42][CH2:41][CH2:40][CH2:39][CH2:38][CH2:37][CH2:36][CH2:35][CH3:34]. (3) Given the reactants ClC1C=CC=C(C(OO)=[O:9])C=1.[CH:12]1([C:15]2[CH:16]=[CH:17][C:18]([C:21]([O:23][CH2:24][CH3:25])=[O:22])=[N:19][CH:20]=2)[CH2:14][CH2:13]1.C(=O)(O)[O-].[Na+].S([O-])([O-])(=O)=S.[Na+].[Na+], predict the reaction product. The product is: [CH:12]1([C:15]2[CH:20]=[N+:19]([O-:9])[C:18]([C:21]([O:23][CH2:24][CH3:25])=[O:22])=[CH:17][CH:16]=2)[CH2:13][CH2:14]1. (4) The product is: [CH2:1]([O:8][C:9]([NH:11][C:18](=[O:28])[C@@H:24]1[CH2:25][CH2:23][CH2:22][NH:21]1)=[O:10])[C:2]1[CH:3]=[CH:4][CH:5]=[CH:6][CH:7]=1. Given the reactants [CH2:1]([O:8][C:9]([N:11]1[CH2:18]CC[C@H]1C(O)=O)=[O:10])[C:2]1[CH:7]=[CH:6][CH:5]=[CH:4][CH:3]=1.C([N:21]([CH2:24][CH3:25])[CH2:22][CH3:23])C.ClC(OCC)=[O:28], predict the reaction product.